Dataset: CYP3A4 inhibition data for predicting drug metabolism from PubChem BioAssay. Task: Regression/Classification. Given a drug SMILES string, predict its absorption, distribution, metabolism, or excretion properties. Task type varies by dataset: regression for continuous measurements (e.g., permeability, clearance, half-life) or binary classification for categorical outcomes (e.g., BBB penetration, CYP inhibition). Dataset: cyp3a4_veith. (1) The compound is O=C(C[C@@H](c1ccccc1)N1CCCCC1)c1ccccc1. The result is 0 (non-inhibitor). (2) The molecule is C1CCNCC1.O=c1[nH]cnc2[nH]cc(CN3CCCCC3)c12. The result is 0 (non-inhibitor). (3) The molecule is O=C(Nc1cccc(F)c1)N1CCC2(CC1)CCN(C(=O)c1cnccn1)CC2. The result is 0 (non-inhibitor).